From a dataset of Forward reaction prediction with 1.9M reactions from USPTO patents (1976-2016). Predict the product of the given reaction. Given the reactants [C:1]([NH:8][CH:9]1[CH2:13][CH2:12][NH:11][CH2:10]1)([O:3][C:4]([CH3:7])([CH3:6])[CH3:5])=[O:2].C(=O)(O)[O-].[Na+].[C:19](Cl)(=[O:30])[O:20][CH2:21][C:22]1[CH:27]=[C:26]([Cl:28])[CH:25]=[C:24]([Cl:29])[CH:23]=1, predict the reaction product. The product is: [C:4]([O:3][C:1]([NH:8][CH:9]1[CH2:13][CH2:12][N:11]([C:19]([O:20][CH2:21][C:22]2[CH:23]=[C:24]([Cl:29])[CH:25]=[C:26]([Cl:28])[CH:27]=2)=[O:30])[CH2:10]1)=[O:2])([CH3:7])([CH3:6])[CH3:5].